From a dataset of Forward reaction prediction with 1.9M reactions from USPTO patents (1976-2016). Predict the product of the given reaction. (1) Given the reactants [N:1]1[CH:2]=[CH:3][N:4]2[CH:9]=[C:8]([CH2:10][OH:11])[CH:7]=[CH:6][C:5]=12.C1C(=O)N([Br:19])C(=O)C1, predict the reaction product. The product is: [Br:19][C:3]1[N:4]2[CH:9]=[C:8]([CH2:10][OH:11])[CH:7]=[CH:6][C:5]2=[N:1][CH:2]=1. (2) Given the reactants [C:1]([CH:3]1[C:8](=O)[CH2:7][CH2:6][N:5]([C:10]([O:12][C:13]([CH3:16])([CH3:15])[CH3:14])=[O:11])[CH2:4]1)#[N:2].[O:17]([C:24]1[CH:29]=[CH:28][C:27]([NH:30][CH2:31][C:32]#[N:33])=[CH:26][CH:25]=1)[C:18]1[CH:23]=[CH:22][CH:21]=[CH:20][CH:19]=1.CC1C=CC(S(O)(=O)=O)=CC=1, predict the reaction product. The product is: [C:1]([C:3]1[CH2:4][N:5]([C:10]([O:12][C:13]([CH3:16])([CH3:15])[CH3:14])=[O:11])[CH2:6][CH2:7][C:8]=1[N:30]([CH2:31][C:32]#[N:33])[C:27]1[CH:26]=[CH:25][C:24]([O:17][C:18]2[CH:23]=[CH:22][CH:21]=[CH:20][CH:19]=2)=[CH:29][CH:28]=1)#[N:2]. (3) The product is: [C:1]([O:4][C:5]1[CH:6]=[C:7]2[C:11](=[CH:12][CH:13]=1)[NH:10][C:9]([C:14]([O:16][CH2:17][CH3:18])=[O:15])=[C:8]2[I:25])(=[O:3])[CH3:2]. Given the reactants [C:1]([O:4][C:5]1[CH:6]=[C:7]2[C:11](=[CH:12][CH:13]=1)[NH:10][C:9]([C:14]([O:16][CH2:17][CH3:18])=[O:15])=[CH:8]2)(=[O:3])[CH3:2].C(=O)([O-])[O-].[K+].[K+].[I:25]I, predict the reaction product. (4) Given the reactants C([Cl:4])(=O)C.[Cl:5][C:6]1[CH:28]=[C:27]([C:29]([NH:31][CH2:32][C:33]2[CH:38]=[CH:37][CH:36]=[C:35]([OH:39])[CH:34]=2)=[O:30])[CH:26]=[C:25]([Cl:40])[C:7]=1[C:8]([NH:10][C@H:11]([C:21]([O:23][CH3:24])=[O:22])[CH2:12][NH:13]C(OC(C)(C)C)=O)=[O:9], predict the reaction product. The product is: [ClH:4].[NH2:13][CH2:12][C@@H:11]([C:21]([O:23][CH3:24])=[O:22])[NH:10][C:8](=[O:9])[C:7]1[C:6]([Cl:5])=[CH:28][C:27]([C:29]([NH:31][CH2:32][C:33]2[CH:38]=[CH:37][CH:36]=[C:35]([OH:39])[CH:34]=2)=[O:30])=[CH:26][C:25]=1[Cl:40]. (5) Given the reactants [H-].[Na+].[CH2:3]([O:5][C:6](=[O:25])[CH:7]=[CH:8][C@@H:9]([CH3:24])[C@H:10]([NH:16][C:17]([O:19][C:20]([CH3:23])([CH3:22])[CH3:21])=[O:18])[C:11]1[O:12][CH:13]=[CH:14][CH:15]=1)[CH3:4].[CH3:26]I.OS([O-])(=O)=O.[Na+], predict the reaction product. The product is: [CH2:3]([O:5][C:6](=[O:25])[CH:7]=[CH:8][C@@H:9]([CH3:24])[C@H:10]([N:16]([C:17]([O:19][C:20]([CH3:23])([CH3:22])[CH3:21])=[O:18])[CH3:26])[C:11]1[O:12][CH:13]=[CH:14][CH:15]=1)[CH3:4]. (6) The product is: [OH:1][C:2]1[CH:7]=[CH:6][C:5]([C:8]2[CH:13]=[C:12]([O:14][CH3:15])[C:11]([O:16][CH3:17])=[C:10]([CH2:18][CH:19]3[S:23][C:22]([N:33]4[CH2:38][CH2:37][O:36][CH2:35][CH2:34]4)=[N:21][C:20]3=[O:25])[CH:9]=2)=[CH:4][C:3]=1[C:26]1([CH3:32])[CH2:31][CH2:30][CH2:29][CH2:28][CH2:27]1. Given the reactants [OH:1][C:2]1[CH:7]=[CH:6][C:5]([C:8]2[CH:13]=[C:12]([O:14][CH3:15])[C:11]([O:16][CH3:17])=[C:10]([CH2:18][CH:19]3[S:23][C:22](=S)[NH:21][C:20]3=[O:25])[CH:9]=2)=[CH:4][C:3]=1[C:26]1([CH3:32])[CH2:31][CH2:30][CH2:29][CH2:28][CH2:27]1.[NH:33]1[CH2:38][CH2:37][O:36][CH2:35][CH2:34]1, predict the reaction product. (7) Given the reactants [C:1]1([CH3:12])[CH:6]=[C:5]([CH3:7])[CH:4]=[C:3]([CH3:8])[C:2]=1[CH2:9][CH2:10][OH:11].C(OI1(OC(=O)C)(OC(=O)C)C2C=CC=CC=2C(=O)O1)(=O)C, predict the reaction product. The product is: [C:3]1([CH3:8])[CH:4]=[C:5]([CH3:7])[CH:6]=[C:1]([CH3:12])[C:2]=1[CH2:9][CH:10]=[O:11].